Dataset: Forward reaction prediction with 1.9M reactions from USPTO patents (1976-2016). Task: Predict the product of the given reaction. Given the reactants [C:1]([O:5][C:6]([N:8]1[CH2:12][CH2:11][C@H:10]([C:13]([OH:15])=O)[CH2:9]1)=[O:7])([CH3:4])([CH3:3])[CH3:2].[NH2:16][C@:17]1([C:22]([NH:24][S:25]([C:28]2[CH:33]=[CH:32][CH:31]=[C:30]([O:34][CH2:35][C:36]3[CH:41]=[CH:40][CH:39]=[CH:38][CH:37]=3)[CH:29]=2)(=[O:27])=[O:26])=[O:23])[CH2:19][C@H:18]1[CH:20]=[CH2:21].CCN(C(C)C)C(C)C.CN(C(ON1N=NC2C=CC=CC1=2)=[N+](C)C)C.[B-](F)(F)(F)F.Cl, predict the reaction product. The product is: [C:1]([O:5][C:6]([N:8]1[CH2:12][CH2:11][C@H:10]([C:13](=[O:15])[NH:16][C@:17]2([C:22]([NH:24][S:25]([C:28]3[CH:33]=[CH:32][CH:31]=[C:30]([O:34][CH2:35][C:36]4[CH:41]=[CH:40][CH:39]=[CH:38][CH:37]=4)[CH:29]=3)(=[O:27])=[O:26])=[O:23])[CH2:19][C@H:18]2[CH:20]=[CH2:21])[CH2:9]1)=[O:7])([CH3:2])([CH3:3])[CH3:4].